This data is from Forward reaction prediction with 1.9M reactions from USPTO patents (1976-2016). The task is: Predict the product of the given reaction. (1) The product is: [ClH:48].[CH3:31][O:32][C:33]1[CH:40]=[C:39]([O:41][CH3:42])[CH:38]=[CH:37][C:34]=1[CH2:35][N:9]([CH2:8][CH:7]([C:1]1[CH:2]=[CH:3][CH:4]=[CH:5][CH:6]=1)[C:25]1[CH:26]=[CH:27][CH:28]=[CH:29][CH:30]=1)[CH2:10][CH2:11][C@@H:12]([CH3:24])[O:13][C:14]1[CH:15]=[C:16]([CH2:20][C:21]([OH:23])=[O:22])[CH:17]=[CH:18][CH:19]=1. Given the reactants [C:1]1([CH:7]([C:25]2[CH:30]=[CH:29][CH:28]=[CH:27][CH:26]=2)[CH2:8][NH:9][CH2:10][CH2:11][C@@H:12]([CH3:24])[O:13][C:14]2[CH:15]=[C:16]([CH2:20][C:21]([OH:23])=[O:22])[CH:17]=[CH:18][CH:19]=2)[CH:6]=[CH:5][CH:4]=[CH:3][CH:2]=1.[CH3:31][O:32][C:33]1[CH:40]=[C:39]([O:41][CH3:42])[CH:38]=[CH:37][C:34]=1[CH:35]=O.COC(=O)C.[Cl:48]C1C(C(F)(F)F)=CC=CC=1C=O.Cl.CCOCC, predict the reaction product. (2) Given the reactants [OH:1][C:2]1[CH:9]=[C:8]([C:10]2[CH:15]=[CH:14][CH:13]=[CH:12][C:11]=2C)[CH:7]=[CH:6][C:3]=1[CH:4]=[O:5].Cl.Cl.NC1C2C(=CC=CC=2O)C(S(O)(=O)=O)=CC=1N.S(=O)(O)[O-].[Na+], predict the reaction product. The product is: [OH:1][C:2]1[CH:9]=[C:8]([C:10]2[CH:11]=[CH:12][CH:13]=[CH:14][CH:15]=2)[CH:7]=[CH:6][C:3]=1[CH:4]=[O:5].